From a dataset of Forward reaction prediction with 1.9M reactions from USPTO patents (1976-2016). Predict the product of the given reaction. (1) Given the reactants C[O:2][C:3]([C:5]1[S:13][C:8]2=[N:9][CH:10]=[CH:11][CH:12]=[C:7]2[CH:6]=1)=[O:4].[OH-].[Na+], predict the reaction product. The product is: [S:13]1[C:8]2=[N:9][CH:10]=[CH:11][CH:12]=[C:7]2[CH:6]=[C:5]1[C:3]([OH:4])=[O:2]. (2) Given the reactants [Li+].[OH-].C[O:4][C:5](=[O:31])[C:6]([N:8]1[CH:21]([C:22]2[C:30]3[C:25](=[CH:26][CH:27]=[CH:28][CH:29]=3)[NH:24][CH:23]=2)[C:20]2[C:15](=[CH:16][CH:17]=[CH:18][CH:19]=2)[C:14]2[CH:13]=[CH:12][CH:11]=[CH:10][C:9]1=2)=[O:7].Cl, predict the reaction product. The product is: [NH:24]1[C:25]2[C:30](=[CH:29][CH:28]=[CH:27][CH:26]=2)[C:22]([CH:21]2[C:20]3[C:15](=[CH:16][CH:17]=[CH:18][CH:19]=3)[C:14]3[CH:13]=[CH:12][CH:11]=[CH:10][C:9]=3[N:8]2[C:6](=[O:7])[C:5]([OH:31])=[O:4])=[CH:23]1. (3) The product is: [CH2:16]([C:15]1[C:9]2[O:8][CH2:7][C:6]3=[N:5][CH:4]=[CH:3][N:11]3[C:10]=2[CH:12]=[CH:13][CH:14]=1)[CH:17]=[CH2:18]. Given the reactants CO[CH:3](OC)[CH2:4][NH:5][C:6]1[CH2:7][O:8][C:9]2[C:15]([CH2:16][CH:17]=[CH2:18])=[CH:14][CH:13]=[CH:12][C:10]=2[N:11]=1.Cl, predict the reaction product. (4) Given the reactants [CH3:1][O:2][C:3]1[CH:12]=[CH:11][C:6]([C:7]([O:9]C)=[O:8])=[CH:5][N:4]=1, predict the reaction product. The product is: [CH3:1][O:2][C:3]1[CH:12]=[CH:11][C:6]([C:7]([OH:9])=[O:8])=[CH:5][N:4]=1. (5) Given the reactants I[C:2]1[C:3]([CH:11]([CH3:13])[CH3:12])=[N:4][N:5]2[CH:10]=[CH:9][CH:8]=[CH:7][C:6]=12.O.[NH2:15][C:16]1[CH:17]=[C:18](B(O)O)[CH:19]=[CH:20][CH:21]=1.ClCCl.C([O-])([O-])=O.[Na+].[Na+], predict the reaction product. The product is: [CH:11]([C:3]1[C:2]([C:20]2[CH:21]=[C:16]([NH2:15])[CH:17]=[CH:18][CH:19]=2)=[C:6]2[CH:7]=[CH:8][CH:9]=[CH:10][N:5]2[N:4]=1)([CH3:13])[CH3:12]. (6) Given the reactants [NH2:1][C:2]1[CH:7]=[CH:6][C:5]([S:8]([NH:11][C:12]2[CH:17]=[CH:16][CH:15]=[CH:14][C:13]=2[CH3:18])(=[O:10])=[O:9])=[CH:4][CH:3]=1.[Cl:19][C:20]1[C:21](=[O:32])[C:22]2[C:27]([C:28](=[O:31])[C:29]=1Cl)=[CH:26][CH:25]=[CH:24][CH:23]=2, predict the reaction product. The product is: [Cl:19][C:20]1[C:21](=[O:32])[C:22]2[C:27](=[CH:26][CH:25]=[CH:24][CH:23]=2)[C:28](=[O:31])[C:29]=1[NH:1][C:2]1[CH:7]=[CH:6][C:5]([S:8]([NH:11][C:12]2[CH:17]=[CH:16][CH:15]=[CH:14][C:13]=2[CH3:18])(=[O:10])=[O:9])=[CH:4][CH:3]=1. (7) Given the reactants [CH2:1]([Li])[CH2:2][CH2:3]C.C(N[CH:10]([CH3:12])[CH3:11])(C)C.[F:13][C@@:14]1([C:21]([O:23][CH2:24][CH3:25])=[O:22])[C@@H:19]2[C@H:15]1[CH2:16][CH2:17][C:18]2=O.C1C=CC(N(S(C(F)(F)F)(=O)=O)S(C(F)(F)F)(=O)=[O:34])=CC=1.[O:47]1[CH2:51]CC[CH2:48]1, predict the reaction product. The product is: [CH2:24]([O:23][C:21]([C@:14]1([F:13])[C@@H:19]2[C@H:15]1[CH2:16][CH:17]=[C:18]2[C:48]([O:47][CH2:51][C:11]1[CH:10]=[CH:12][CH:3]=[CH:2][CH:1]=1)=[O:34])=[O:22])[CH3:25]. (8) The product is: [CH3:15][C:16]1[CH:25]=[C:24]([CH2:26][O:27][C:28]2[CH:29]=[CH:30][C:31]([C:32]([NH:34][CH2:35][C:36]3([CH:45]4[CH2:50][CH2:49][N:48]([CH2:59][C:55]5[CH:54]=[N:53][CH:58]=[CH:57][CH:56]=5)[CH2:47][CH2:46]4)[C:37](=[O:44])[NH:38][C:39](=[O:43])[NH:40][C:41]3=[O:42])=[O:33])=[CH:51][CH:52]=2)[C:23]2[C:18](=[CH:19][CH:20]=[CH:21][CH:22]=2)[N:17]=1. Given the reactants FC(F)(F)C(O)=O.FC(F)(F)C(O)=O.[CH3:15][C:16]1[CH:25]=[C:24]([CH2:26][O:27][C:28]2[CH:52]=[CH:51][C:31]([C:32]([NH:34][CH2:35][C:36]3([CH:45]4[CH2:50][CH2:49][NH:48][CH2:47][CH2:46]4)[C:41](=[O:42])[NH:40][C:39](=[O:43])[NH:38][C:37]3=[O:44])=[O:33])=[CH:30][CH:29]=2)[C:23]2[C:18](=[CH:19][CH:20]=[CH:21][CH:22]=2)[N:17]=1.[N:53]1[CH:58]=[CH:57][CH:56]=[C:55]([CH:59]=O)[CH:54]=1, predict the reaction product.